From a dataset of TCR-epitope binding with 47,182 pairs between 192 epitopes and 23,139 TCRs. Binary Classification. Given a T-cell receptor sequence (or CDR3 region) and an epitope sequence, predict whether binding occurs between them. (1) The TCR CDR3 sequence is CAGGLLNQPQHF. Result: 0 (the TCR does not bind to the epitope). The epitope is CLGGLLTMV. (2) The epitope is HLVDFQVTI. The TCR CDR3 sequence is CASSFSPQEQFF. Result: 1 (the TCR binds to the epitope). (3) The epitope is AVFDRKSDAK. The TCR CDR3 sequence is CASSKNRQGSSYNSPLHF. Result: 1 (the TCR binds to the epitope). (4) The epitope is FLYNLLTRV. The TCR CDR3 sequence is CASSQDAGGVFGNTIYF. Result: 1 (the TCR binds to the epitope). (5) The epitope is ITEEVGHTDLMAAY. The TCR CDR3 sequence is CASTQGASSNEQFF. Result: 1 (the TCR binds to the epitope).